This data is from Catalyst prediction with 721,799 reactions and 888 catalyst types from USPTO. The task is: Predict which catalyst facilitates the given reaction. (1) Reactant: Cl[C:2]1[N:3]=[N+:4]([O-:16])[C:5]2[CH:14]=[C:13]3[C:9]([CH2:10][CH:11]([CH3:15])[CH2:12]3)=[CH:8][C:6]=2[N:7]=1.[CH3:17][N:18]([CH3:22])[CH2:19][CH2:20][NH2:21].CCN(CC)CC. Product: [CH3:17][N:18]([CH3:22])[CH2:19][CH2:20][NH:21][C:2]1[N:3]=[N+:4]([O-:16])[C:5]2[CH:14]=[C:13]3[C:9]([CH2:10][CH:11]([CH3:15])[CH2:12]3)=[CH:8][C:6]=2[N:7]=1. The catalyst class is: 57. (2) Reactant: C(O)CC.[Cl:5][C:6]1[C:11]([Cl:12])=[CH:10][CH:9]=[CH:8][C:7]=1[CH:13]([NH:16][NH:17][C:18]([NH2:20])=[NH:19])[C:14]#[N:15].C. Product: [CH:9]1[CH:10]=[C:11]([Cl:12])[C:6]([Cl:5])=[C:7]([C:13]2[N:16]=[N:17][C:18]([NH2:20])=[N:19][C:14]=2[NH2:15])[CH:8]=1. The catalyst class is: 6. (3) Product: [O:23]=[C:15]1[C:16]2[CH:17]=[CH:18][CH:19]=[C:20]3[NH:22][CH:10]([C:7]4[CH:6]=[CH:5][C:4]([CH:3]=[O:2])=[CH:9][CH:8]=4)[CH:11]([C:24]4[CH:29]=[CH:28][CH:27]=[CH:26][CH:25]=4)[C:12]([C:21]=23)=[N:13][NH:14]1. The catalyst class is: 33. Reactant: C[O:2][CH:3](OC)[C:4]1[CH:9]=[CH:8][C:7]([CH:10]2[NH:22][C:20]3[C:21]4[C:12](=[N:13][NH:14][C:15](=[O:23])[C:16]=4[CH:17]=[CH:18][CH:19]=3)[CH:11]2[C:24]2[CH:29]=[CH:28][CH:27]=[CH:26][CH:25]=2)=[CH:6][CH:5]=1.